The task is: Predict the reaction yield, written as a fraction of the theoretical maximum amount of product (1.0 means a 100% yield; for example, 0.34 means a 34% yield).. This data is from Reaction yield outcomes from USPTO patents with 853,638 reactions. (1) The reactants are [OH-].[Na+].[Br:3][C:4]1[CH:12]=[CH:11][CH:10]=[C:9]2[C:5]=1[CH:6]=[CH:7][NH:8]2.Cl.Cl[CH2:15][CH2:16][NH2:17].O. The catalyst is S([O-])(O)(=O)=O.C([N+](CCCC)(CCCC)CCCC)CCC.C(#N)C. The product is [Br:3][C:4]1[CH:12]=[CH:11][CH:10]=[C:9]2[C:5]=1[CH:6]=[CH:7][N:8]2[CH2:15][CH2:16][NH2:17]. The yield is 0.390. (2) The reactants are [Cl:1][C:2]1[CH:9]=[C:8]([OH:10])[CH:7]=[CH:6][C:3]=1[C:4]#[N:5].OS(C(F)(F)F)(=O)=O.C1C(=O)N([Br:26])C(=O)C1. The catalyst is C(#N)C. The product is [Br:26][C:7]1[C:8]([OH:10])=[CH:9][C:2]([Cl:1])=[C:3]([CH:6]=1)[C:4]#[N:5]. The yield is 0.529. (3) The reactants are Cl[S:2]([C:5]1[S:6][CH:7]=[CH:8][C:9]=1[C:10]1[CH:15]=[CH:14][C:13]2[O:16][CH2:17][O:18][C:12]=2[CH:11]=1)(=[O:4])=[O:3].[NH2:19][C:20]1[O:24][N:23]=[C:22]([CH3:25])[C:21]=1[Br:26]. No catalyst specified. The product is [Br:26][C:21]1[C:22]([CH3:25])=[N:23][O:24][C:20]=1[NH:19][S:2]([C:5]1[S:6][CH:7]=[CH:8][C:9]=1[C:10]1[CH:15]=[CH:14][C:13]2[O:16][CH2:17][O:18][C:12]=2[CH:11]=1)(=[O:4])=[O:3]. The yield is 0.600. (4) The reactants are [CH3:1][S:2]([C:5]1[N:10]=[C:9]([CH3:11])[C:8]([N+:12]([O-])=O)=[CH:7][CH:6]=1)(=[O:4])=[O:3].[CH:15]([Mg]Br)=[CH2:16].[Cl-].[NH4+]. The catalyst is O1CCCC1. The product is [CH3:1][S:2]([C:5]1[CH:6]=[C:7]2[CH:16]=[CH:15][NH:12][C:8]2=[C:9]([CH3:11])[N:10]=1)(=[O:4])=[O:3]. The yield is 0.180. (5) The reactants are [CH2:1]([O:3][C:4](=[O:42])[CH2:5][CH2:6][CH2:7][O:8][C:9]1[CH:14]=[CH:13][CH:12]=[C:11]([CH2:15][CH2:16][CH2:17][CH2:18][CH2:19][CH2:20][O:21][C:22]2[CH:27]=[C:26]([CH2:28]OS(C)(=O)=O)[CH:25]=[C:24]([Br:34])[CH:23]=2)[C:10]=1[CH2:35][CH2:36][C:37]([O:39][CH2:40][CH3:41])=[O:38])[CH3:2].[C-:43]#[N:44].[K+]. The catalyst is CN(C=O)C.CCOC(C)=O. The product is [CH2:1]([O:3][C:4](=[O:42])[CH2:5][CH2:6][CH2:7][O:8][C:9]1[CH:14]=[CH:13][CH:12]=[C:11]([CH2:15][CH2:16][CH2:17][CH2:18][CH2:19][CH2:20][O:21][C:22]2[CH:27]=[C:26]([CH2:28][C:43]#[N:44])[CH:25]=[C:24]([Br:34])[CH:23]=2)[C:10]=1[CH2:35][CH2:36][C:37]([O:39][CH2:40][CH3:41])=[O:38])[CH3:2]. The yield is 0.530. (6) The reactants are C([O:3][CH:4](OCC)[CH2:5][N:6]1[C:11]2[CH:12]=[CH:13][CH:14]=[CH:15][C:10]=2[O:9][CH2:8][C:7]1=[O:16])C.Cl. The catalyst is C1COCC1. The product is [O:16]=[C:7]1[N:6]([CH2:5][CH:4]=[O:3])[C:11]2[CH:12]=[CH:13][CH:14]=[CH:15][C:10]=2[O:9][CH2:8]1. The yield is 0.891. (7) The product is [CH3:1][N:2]([C:46](=[O:47])[C:45]1[CH:49]=[C:41]([CH2:40][C:34]2[C:35](=[O:39])[C:36]([O:37][CH3:38])=[C:31]([O:30][CH3:29])[C:32](=[O:55])[C:33]=2[CH3:54])[CH:42]=[CH:43][C:44]=1[O:50][C:51](=[O:53])[CH3:52])[C:3]1[CH:4]=[CH:5][C:6]([C:9]([F:10])([F:11])[F:12])=[CH:7][CH:8]=1. The reactants are [CH3:1][NH:2][C:3]1[CH:8]=[CH:7][C:6]([C:9]([F:12])([F:11])[F:10])=[CH:5][CH:4]=1.C(N(CC)CC)C.[Cl-].ClC1N(C)CC[NH+]1C.[CH3:29][O:30][C:31]1[C:32](=[O:55])[C:33]([CH3:54])=[C:34]([CH2:40][C:41]2[CH:42]=[CH:43][C:44]([O:50][C:51](=[O:53])[CH3:52])=[C:45]([CH:49]=2)[C:46](O)=[O:47])[C:35](=[O:39])[C:36]=1[O:37][CH3:38]. The yield is 0.350. The catalyst is C(Cl)Cl.